Dataset: Catalyst prediction with 721,799 reactions and 888 catalyst types from USPTO. Task: Predict which catalyst facilitates the given reaction. (1) Reactant: [O:1]1[CH2:6][CH2:5][CH2:4][CH2:3][CH:2]1[O:7][CH2:8][CH2:9][C:10]#[CH:11].C[N+]1(C)C([C:18](OCC[N+](C)(C)C)=[O:19])CCC1.[I-].[I-].C([Mg]Cl)C.C=O.[Cl-].[NH4+]. Product: [O:1]1[CH2:6][CH2:5][CH2:4][CH2:3][CH:2]1[O:7][CH2:8][CH2:9][C:10]#[C:11][CH2:18][OH:19]. The catalyst class is: 1. (2) Reactant: [Br:1][C:2]1[CH:7]=[CH:6][C:5]([C:8]([OH:11])([CH3:10])[CH3:9])=[CH:4][CH:3]=1.I[CH3:13].[H-].[Na+]. The catalyst class is: 1. Product: [Br:1][C:2]1[CH:3]=[CH:4][C:5]([C:8]([O:11][CH3:13])([CH3:9])[CH3:10])=[CH:6][CH:7]=1.